From a dataset of Forward reaction prediction with 1.9M reactions from USPTO patents (1976-2016). Predict the product of the given reaction. (1) The product is: [Cl:8][C:9]1[CH:10]=[C:11]2[C:15](=[CH:16][CH:17]=1)[NH:14][CH:13]=[C:12]2[C:25](=[O:26])[CH:27]([NH:34][C:35]1[CH:40]=[CH:39][N:38]=[C:37]([O:41][CH3:42])[CH:36]=1)[C:28]1[CH:29]=[CH:30][CH:31]=[CH:32][CH:33]=1. Given the reactants C(N(CC)CC)C.[Cl:8][C:9]1[CH:10]=[C:11]2[C:15](=[CH:16][CH:17]=1)[N:14](C(OC(C)(C)C)=O)[CH:13]=[C:12]2[CH:25]=[O:26].[CH:27](=[N:34][C:35]1[CH:40]=[CH:39][N:38]=[C:37]([O:41][CH3:42])[CH:36]=1)[C:28]1[CH:33]=[CH:32][CH:31]=[CH:30][CH:29]=1, predict the reaction product. (2) Given the reactants [Cl:1][C:2]1[CH:3]=[C:4]([C:25]([OH:27])=O)[CH:5]=[N:6][C:7]=1[N:8]1[CH2:13][CH2:12][CH:11]([N:14]2[C:19]3[CH:20]=[CH:21][CH:22]=[CH:23][C:18]=3[CH2:17][O:16][C:15]2=[O:24])[CH2:10][CH2:9]1.Cl.[NH2:29][C@@H:30]([C:35]([NH2:37])=[O:36])[CH2:31][CH:32]([CH3:34])[CH3:33], predict the reaction product. The product is: [NH2:37][C:35]([C@H:30]([NH:29][C:25]([C:4]1[CH:5]=[N:6][C:7]([N:8]2[CH2:13][CH2:12][CH:11]([N:14]3[C:19]4[CH:20]=[CH:21][CH:22]=[CH:23][C:18]=4[CH2:17][O:16][C:15]3=[O:24])[CH2:10][CH2:9]2)=[C:2]([Cl:1])[CH:3]=1)=[O:27])[CH2:31][CH:32]([CH3:34])[CH3:33])=[O:36]. (3) The product is: [CH3:18][CH:17]([CH3:19])[CH2:16][CH2:15][NH:14][CH2:13][C:8]1[CH:7]=[CH:6][CH:5]=[C:4]2[C:9]=1[CH:10]=[CH:11][CH:12]=[C:3]2[OH:2]. Given the reactants C[O:2][C:3]1[CH:12]=[CH:11][CH:10]=[C:9]2[C:4]=1[CH:5]=[CH:6][CH:7]=[C:8]2[CH2:13][NH:14][CH2:15][CH2:16][CH:17]([CH3:19])[CH3:18].B(Br)(Br)Br.C([O-])(O)=O.[Na+].CCOC(C)=O, predict the reaction product. (4) Given the reactants [CH3:1][O:2][C:3]1[CH:8]=[C:7]([O:9][CH3:10])[CH:6]=[CH:5][C:4]=1/[C:11](/[C:19]1[CH:24]=[CH:23][CH:22]=[C:21]([CH3:25])[N:20]=1)=[N:12]/[S:13]([C:15]([CH3:18])([CH3:17])[CH3:16])=[O:14].[BH4-].[Na+], predict the reaction product. The product is: [CH3:1][O:2][C:3]1[CH:8]=[C:7]([O:9][CH3:10])[CH:6]=[CH:5][C:4]=1[CH:11]([C:19]1[CH:24]=[CH:23][CH:22]=[C:21]([CH3:25])[N:20]=1)[NH:12][S:13]([C:15]([CH3:18])([CH3:17])[CH3:16])=[O:14]. (5) Given the reactants F[C:2]1[CH:11]=[C:10]2[C:5]([CH:6]=[C:7]([C:13]3[CH:14]=[C:15]([F:23])[C:16]4[N:17]([CH:19]=[C:20]([CH3:22])[N:21]=4)[CH:18]=3)[C:8](=[O:12])[O:9]2)=[CH:4][CH:3]=1.C(N(CC)CC)C.C(O)(=O)C(O)=O.[CH2:37]1[C:40]2([CH2:43][NH:42][CH2:41]2)[CH2:39][N:38]1[C:44]([O:46][C:47]([CH3:50])([CH3:49])[CH3:48])=[O:45].[C:47]([O:46][C:44]([N:38]1[CH2:39][C:40]2([CH2:43][NH:42][CH2:41]2)[CH2:37]1)=[O:45])([CH3:50])([CH3:49])[CH3:48], predict the reaction product. The product is: [C:47]([O:46][C:44]([N:38]1[CH2:39][C:40]2([CH2:41][N:42]([C:2]3[CH:11]=[C:10]4[C:5]([CH:6]=[C:7]([C:13]5[CH:14]=[C:15]([F:23])[C:16]6[N:17]([CH:19]=[C:20]([CH3:22])[N:21]=6)[CH:18]=5)[C:8](=[O:12])[O:9]4)=[CH:4][CH:3]=3)[CH2:43]2)[CH2:37]1)=[O:45])([CH3:50])([CH3:48])[CH3:49]. (6) Given the reactants [C:1]1([C:7]2[CH:25]=[C:24]3[C:10]([C:11](=[O:27])[C:12](=[O:26])[C:13]4[S:23][CH2:22][C:16]5([CH2:21][CH2:20][NH:19][CH2:18][CH2:17]5)[O:15][C:14]=43)=[CH:9][CH:8]=2)[CH:6]=[CH:5][CH:4]=[CH:3][CH:2]=1.[F:28][C:29]1[CH:39]=[CH:38][C:32]([O:33][CH2:34][C@@H:35]2[CH2:37][O:36]2)=[CH:31][CH:30]=1, predict the reaction product. The product is: [F:28][C:29]1[CH:39]=[CH:38][C:32]([O:33][CH2:34][C@@H:35]([OH:36])[CH2:37][N:19]2[CH2:20][CH2:21][C:16]3([O:15][C:14]4[C:24]5[C:10]([C:11](=[O:27])[C:12](=[O:26])[C:13]=4[S:23][CH2:22]3)=[CH:9][CH:8]=[C:7]([C:1]3[CH:2]=[CH:3][CH:4]=[CH:5][CH:6]=3)[CH:25]=5)[CH2:17][CH2:18]2)=[CH:31][CH:30]=1.